Dataset: Forward reaction prediction with 1.9M reactions from USPTO patents (1976-2016). Task: Predict the product of the given reaction. (1) Given the reactants CC[C:3]1[C:28]2[C:23](=[CH:24][CH:25]=[CH:26][CH:27]=2)[N:22]=[C:21]2[C:4]=1[CH2:5][N:6]1[C:11](=[O:12])[C:10]3[CH2:13][O:14][C:15]([C@:17]([OH:20])([CH2:18][CH3:19])[C:9]=3[CH:8]=[C:7]12)=[O:16].CS(C)=O.O.[C:34](O)(=O)[CH3:35].C(O)(=[O:40])C.IC1C=CC=CC=1, predict the reaction product. The product is: [CH3:34][CH2:35][C:24]1[CH:25]=[CH:26][C:27](=[O:40])[C:28]2=[CH:3][C:4]3[CH2:5][N:6]4[C:7](=[CH:8][C:9]5[C@@:17]([OH:20])([CH2:18][CH3:19])[C:15](=[O:16])[O:14][CH2:13][C:10]=5[C:11]4=[O:12])[C:21]=3[NH:22][C:23]=12. (2) Given the reactants [CH3:1][CH:2]1[CH2:6][CH2:5][CH2:4][N:3]1[CH2:7][C@@H:8]([NH2:15])[C:9]1[CH:14]=[CH:13][CH:12]=[CH:11][CH:10]=1.[Cl:16][C:17]1[C:25]([C:26]([F:29])([F:28])[F:27])=[CH:24][CH:23]=[CH:22][C:18]=1[C:19](O)=[O:20], predict the reaction product. The product is: [Cl:16][C:17]1[C:25]([C:26]([F:27])([F:28])[F:29])=[CH:24][CH:23]=[CH:22][C:18]=1[C:19]([NH:15][C@@H:8]([C:9]1[CH:14]=[CH:13][CH:12]=[CH:11][CH:10]=1)[CH2:7][N:3]1[CH2:4][CH2:5][CH2:6][CH:2]1[CH3:1])=[O:20]. (3) Given the reactants [Br:1][C:2]1[S:6][C:5]([S:7]([NH:10][C@H:11]([C:21](OCC)=[O:22])[CH:12]([C:17]([F:20])([F:19])[F:18])[C:13]([F:16])([F:15])[F:14])(=[O:9])=[O:8])=[CH:4][CH:3]=1.[Li+].[BH4-], predict the reaction product. The product is: [Br:1][C:2]1[S:6][C:5]([S:7]([NH:10][CH:11]([CH2:21][OH:22])[CH:12]([C:17]([F:18])([F:20])[F:19])[C:13]([F:15])([F:16])[F:14])(=[O:8])=[O:9])=[CH:4][CH:3]=1. (4) Given the reactants [CH3:1][C:2]1[CH:10]=[C:9]2[C:5]([CH2:6][CH2:7][NH:8]2)=[CH:4][CH:3]=1.[CH3:11][N:12]1[CH:16]=[C:15]([C:17]2[N:22]=[N:21][C:20]([N:23]3[CH2:28][CH2:27][C:26](=O)[CH2:25][CH2:24]3)=[CH:19][CH:18]=2)[CH:14]=[N:13]1, predict the reaction product. The product is: [CH3:1][C:2]1[CH:10]=[C:9]2[C:5]([CH2:6][CH2:7][N:8]2[CH:26]2[CH2:27][CH2:28][N:23]([C:20]3[N:21]=[N:22][C:17]([C:15]4[CH:14]=[N:13][N:12]([CH3:11])[CH:16]=4)=[CH:18][CH:19]=3)[CH2:24][CH2:25]2)=[CH:4][CH:3]=1. (5) Given the reactants [F:1][C:2]1[C:3]([CH3:11])=[C:4]([CH:8]=[CH:9][CH:10]=1)[C:5]([OH:7])=[O:6].B(F)(F)F.[CH3:16]COCC, predict the reaction product. The product is: [CH3:16][O:6][C:5](=[O:7])[C:4]1[CH:8]=[CH:9][CH:10]=[C:2]([F:1])[C:3]=1[CH3:11]. (6) Given the reactants [H-].[Na+].[C:3]([O:7][C:8](=[O:21])[NH:9][CH2:10][CH2:11][CH2:12][N:13]([C:15]1[S:19][N:18]=[C:17](Cl)[N:16]=1)[CH3:14])([CH3:6])([CH3:5])[CH3:4].[NH:22]1[CH:26]=[CH:25][N:24]=[CH:23]1, predict the reaction product. The product is: [C:3]([O:7][C:8](=[O:21])[NH:9][CH2:10][CH2:11][CH2:12][N:13]([C:15]1[S:19][N:18]=[C:17]([N:22]2[CH:26]=[CH:25][N:24]=[CH:23]2)[N:16]=1)[CH3:14])([CH3:6])([CH3:5])[CH3:4].